From a dataset of Forward reaction prediction with 1.9M reactions from USPTO patents (1976-2016). Predict the product of the given reaction. (1) Given the reactants [CH3:1][C:2]1[C:6]([CH2:7][N:8]2[CH:12]=[C:11]([N:13]3[C:17](=[O:18])[CH2:16][NH:15][C:14]3=[O:19])[CH:10]=[N:9]2)=[C:5]([CH3:20])[O:4][N:3]=1.[CH3:21][O:22][C:23]1[N:28]=[C:27]([CH2:29]O)[CH:26]=[CH:25][CH:24]=1.C(P(CCCC)CCCC)CCC, predict the reaction product. The product is: [CH3:1][C:2]1[C:6]([CH2:7][N:8]2[CH:12]=[C:11]([N:13]3[C:17](=[O:18])[CH2:16][N:15]([CH2:29][C:27]4[CH:26]=[CH:25][CH:24]=[C:23]([O:22][CH3:21])[N:28]=4)[C:14]3=[O:19])[CH:10]=[N:9]2)=[C:5]([CH3:20])[O:4][N:3]=1. (2) Given the reactants C([C@H:3]([S:7]([C:35]1[CH:40]=[CH:39][CH:38]=[CH:37][CH:36]=1)(=[N:9][C:10]([C:12]1[CH:13]=[N:14][CH:15]=[C:16]([C:18]#[C:19][C:20]2[CH:25]=[CH:24][CH:23]=[C:22]([NH:26][C:27]([C:29]3[O:30][CH:31]=[CH:32][C:33]=3[CH3:34])=[O:28])[CH:21]=2)[CH:17]=1)=[O:11])=[O:8])[C:4]([O-:6])=O)C.[OH:41][CH:42]1[CH2:47][CH2:46][CH2:45][NH:44][CH2:43]1, predict the reaction product. The product is: [OH:41][CH:42]1[CH2:47][CH2:46][CH2:45][N:44]([C:4](=[O:6])[CH2:3][S:7](=[O:8])([C:35]2[CH:40]=[CH:39][CH:38]=[CH:37][CH:36]=2)=[N:9][C:10](=[O:11])[C:12]2[CH:17]=[C:16]([C:18]#[C:19][C:20]3[CH:25]=[CH:24][CH:23]=[C:22]([NH:26][C:27]([C:29]4[O:30][CH:31]=[CH:32][C:33]=4[CH3:34])=[O:28])[CH:21]=3)[CH:15]=[N:14][CH:13]=2)[CH2:43]1. (3) The product is: [CH2:14]([O:13][C:11]([C:5]1[C:6](=[O:8])[NH:32][C:28]([N:25]2[CH2:26][CH2:27][CH:22]([C:20](=[O:21])[N:19]([CH2:16][CH:17]=[CH2:18])[S:33]([CH2:36][C:37]3[CH:42]=[CH:41][CH:40]=[CH:39][CH:38]=3)(=[O:34])=[O:35])[CH2:23][CH2:24]2)=[C:29]([C:30]#[N:31])[CH:4]=1)=[O:12])[CH3:15]. Given the reactants C(O[CH:4]=[C:5]([C:11]([O:13][CH2:14][CH3:15])=[O:12])[C:6]([O:8]CC)=O)C.[CH2:16]([N:19]([S:33]([CH2:36][C:37]1[CH:42]=[CH:41][CH:40]=[CH:39][CH:38]=1)(=[O:35])=[O:34])[C:20]([CH:22]1[CH2:27][CH2:26][N:25]([C:28](=[NH:32])[CH2:29][C:30]#[N:31])[CH2:24][CH2:23]1)=[O:21])[CH:17]=[CH2:18], predict the reaction product.